From a dataset of TCR-epitope binding with 47,182 pairs between 192 epitopes and 23,139 TCRs. Binary Classification. Given a T-cell receptor sequence (or CDR3 region) and an epitope sequence, predict whether binding occurs between them. The epitope is VTIAEILLI. The TCR CDR3 sequence is CASSLEFSEQYF. Result: 0 (the TCR does not bind to the epitope).